From a dataset of Forward reaction prediction with 1.9M reactions from USPTO patents (1976-2016). Predict the product of the given reaction. (1) Given the reactants [Br:1][C:2]1[CH:3]=[CH:4][C:5]([NH:12][C:13](=[O:20])[CH2:14][CH2:15][C:16]([F:19])([F:18])[F:17])=[C:6]([CH:11]=1)[C:7](OC)=O.C1(C)C=CC=CC=1.C[O-].[Na+].[Cl-:31].[NH4+].[CH3:33]O, predict the reaction product. The product is: [Br:1][C:2]1[CH:11]=[C:6]2[C:5](=[CH:4][CH:3]=1)[N:12]=[C:13]([O:20][CH3:33])[C:14]([CH2:15][C:16]([F:17])([F:18])[F:19])=[C:7]2[Cl:31]. (2) The product is: [CH3:1][C:2]1([CH3:29])[CH2:5][N:6]2[C:14]3[CH:13]=[CH:12][C:11]([S:15]([N:18]4[CH2:19][CH2:20][CH2:21][CH2:22]4)(=[O:16])=[O:17])=[CH:10][C:9]=3[C:8]3([O:27][CH2:26][CH2:25][CH2:24][O:23]3)[C:7]2=[N:4][CH2:3]1. Given the reactants [CH3:1][C:2]([CH3:29])([CH2:5][N:6]1[C:14]2[C:9](=[CH:10][C:11]([S:15]([N:18]3[CH2:22][CH2:21][CH2:20][CH2:19]3)(=[O:17])=[O:16])=[CH:12][CH:13]=2)[C:8]2([O:27][CH2:26][CH2:25][CH2:24][O:23]2)[C:7]1=O)[C:3]#[N:4].N.C1COCC1.[H][H], predict the reaction product.